Dataset: Reaction yield outcomes from USPTO patents with 853,638 reactions. Task: Predict the reaction yield, written as a fraction of the theoretical maximum amount of product (1.0 means a 100% yield; for example, 0.34 means a 34% yield). (1) The reactants are FC(F)(F)C(O)=O.[C:8]([S:16][C@@H:17]1[CH2:21][CH2:20][N:19]([CH2:22][C:23]([C:25]2[CH:30]=[CH:29][CH:28]=[CH:27][CH:26]=2)=O)[CH2:18]1)(=[O:15])[C:9]1[CH:14]=[CH:13][CH:12]=[CH:11][CH:10]=1.[CH3:31][O:32][NH2:33].C([O-])(=O)C.[K+]. The catalyst is CO.C(Cl)Cl. The product is [C:8]([S:16][C@H:17]1[CH2:21][CH2:20][N:19]([CH2:22][C:23](=[N:33][O:32][CH3:31])[C:25]2[CH:30]=[CH:29][CH:28]=[CH:27][CH:26]=2)[CH2:18]1)(=[O:15])[C:9]1[CH:14]=[CH:13][CH:12]=[CH:11][CH:10]=1. The yield is 0.350. (2) The reactants are I[C:2]1[CH:7]=[C:6]([CH3:8])[C:5]([C:9]2[N:10]=[C:11]([NH:14][C:15](=[O:22])[C:16]3[CH:21]=[CH:20][N:19]=[CH:18][CH:17]=3)[S:12][CH:13]=2)=[C:4]([CH3:23])[CH:3]=1.[CH3:24][O:25][C:26]1[N:27]=[CH:28][C:29]([SH:32])=[N:30][CH:31]=1.C(=O)([O-])[O-].[K+].[K+].O. The catalyst is CN(C=O)C.[Cu](I)I. The product is [CH3:24][O:25][C:26]1[N:27]=[CH:28][C:29]([S:32][C:2]2[CH:7]=[C:6]([CH3:8])[C:5]([C:9]3[N:10]=[C:11]([NH:14][C:15](=[O:22])[C:16]4[CH:21]=[CH:20][N:19]=[CH:18][CH:17]=4)[S:12][CH:13]=3)=[C:4]([CH3:23])[CH:3]=2)=[N:30][CH:31]=1. The yield is 0.240. (3) The reactants are [Br-].[C:2]([O-:5])([O-])=O.[Ca+2].C([O:10][C:11]1[CH:16]=[C:15]([N+:17]([O-:19])=[O:18])[CH:14]=[CH:13][C:12]=1CBr)(=O)C. The catalyst is O.O1CCOCC1. The product is [OH:10][C:11]1[CH:16]=[C:15]([N+:17]([O-:19])=[O:18])[CH:14]=[CH:13][C:12]=1[CH2:2][OH:5]. The yield is 0.820. (4) The reactants are Cl[C:2]1[C:3]2[CH:11]=[C:10]([C:12]3[CH:17]=[CH:16][C:15]([F:18])=[CH:14][CH:13]=3)[S:9][C:4]=2[N:5]=[C:6]([CH3:8])[N:7]=1.[Cl:19][C:20]1[CH:21]=[C:22]([CH:24]=[CH:25][C:26]=1[F:27])[NH2:23]. The catalyst is ClCCCl.CC(O)(C)C. The product is [Cl:19][C:20]1[CH:21]=[C:22]([NH:23][C:2]2[C:3]3[CH:11]=[C:10]([C:12]4[CH:17]=[CH:16][C:15]([F:18])=[CH:14][CH:13]=4)[S:9][C:4]=3[N:5]=[C:6]([CH3:8])[N:7]=2)[CH:24]=[CH:25][C:26]=1[F:27]. The yield is 0.530.